This data is from NCI-60 drug combinations with 297,098 pairs across 59 cell lines. The task is: Regression. Given two drug SMILES strings and cell line genomic features, predict the synergy score measuring deviation from expected non-interaction effect. Drug 1: CC(C)(C#N)C1=CC(=CC(=C1)CN2C=NC=N2)C(C)(C)C#N. Drug 2: C1=NC(=NC(=O)N1C2C(C(C(O2)CO)O)O)N. Cell line: COLO 205. Synergy scores: CSS=29.8, Synergy_ZIP=0.258, Synergy_Bliss=-1.89, Synergy_Loewe=-4.34, Synergy_HSA=-3.61.